Regression. Given two drug SMILES strings and cell line genomic features, predict the synergy score measuring deviation from expected non-interaction effect. From a dataset of NCI-60 drug combinations with 297,098 pairs across 59 cell lines. Drug 1: CS(=O)(=O)CCNCC1=CC=C(O1)C2=CC3=C(C=C2)N=CN=C3NC4=CC(=C(C=C4)OCC5=CC(=CC=C5)F)Cl. Drug 2: CC1=C(N=C(N=C1N)C(CC(=O)N)NCC(C(=O)N)N)C(=O)NC(C(C2=CN=CN2)OC3C(C(C(C(O3)CO)O)O)OC4C(C(C(C(O4)CO)O)OC(=O)N)O)C(=O)NC(C)C(C(C)C(=O)NC(C(C)O)C(=O)NCCC5=NC(=CS5)C6=NC(=CS6)C(=O)NCCC[S+](C)C)O. Cell line: MOLT-4. Synergy scores: CSS=9.46, Synergy_ZIP=6.19, Synergy_Bliss=7.20, Synergy_Loewe=-29.8, Synergy_HSA=-4.73.